Dataset: Full USPTO retrosynthesis dataset with 1.9M reactions from patents (1976-2016). Task: Predict the reactants needed to synthesize the given product. (1) The reactants are: [CH3:1][O:2][C:3]1[CH:8]=[C:7]([O:9][CH3:10])[CH:6]=[CH:5][C:4]=1[CH2:11][NH:12][CH:13]([CH2:16][CH2:17][CH2:18][C:19]1[CH:24]=[CH:23][C:22]([N+:25]([O-:27])=[O:26])=[CH:21][CH:20]=1)[CH2:14][OH:15].C([O-])([O-])=O.[K+].[K+].Br[CH2:35][C:36]([O:38][C:39]([CH3:42])([CH3:41])[CH3:40])=[O:37]. Given the product [CH3:1][O:2][C:3]1[CH:8]=[C:7]([O:9][CH3:10])[CH:6]=[CH:5][C:4]=1[CH2:11][N:12]([CH:13]([CH2:16][CH2:17][CH2:18][C:19]1[CH:24]=[CH:23][C:22]([N+:25]([O-:27])=[O:26])=[CH:21][CH:20]=1)[CH2:14][OH:15])[CH2:35][C:36]([O:38][C:39]([CH3:42])([CH3:41])[CH3:40])=[O:37], predict the reactants needed to synthesize it. (2) Given the product [ClH:39].[NH:26]1[CH2:27][CH2:28][O:29][C@@H:24]([C:21]2[CH:22]=[CH:23][C:18]([NH:17][C:15]([C:13]3[CH:12]=[N:11][N:10]([C:7]4[CH:8]=[CH:9][C:4]([O:3][C:2]([F:38])([F:1])[F:37])=[CH:5][CH:6]=4)[CH:14]=3)=[O:16])=[CH:19][CH:20]=2)[CH2:25]1, predict the reactants needed to synthesize it. The reactants are: [F:1][C:2]([F:38])([F:37])[O:3][C:4]1[CH:9]=[CH:8][C:7]([N:10]2[CH:14]=[C:13]([C:15]([NH:17][C:18]3[CH:23]=[CH:22][C:21]([C@@H:24]4[O:29][CH2:28][CH2:27][N:26](C(OC(C)(C)C)=O)[CH2:25]4)=[CH:20][CH:19]=3)=[O:16])[CH:12]=[N:11]2)=[CH:6][CH:5]=1.[ClH:39].CCOCC.